From a dataset of Reaction yield outcomes from USPTO patents with 853,638 reactions. Predict the reaction yield, written as a fraction of the theoretical maximum amount of product (1.0 means a 100% yield; for example, 0.34 means a 34% yield). (1) The reactants are [F:1][C:2]12[CH2:10][CH:6]3[CH2:7][CH:8]([CH2:9]1)[C:4]([NH:11]C(=O)OC(C)(C)C)([CH2:5]3)[CH2:3]2.[ClH:19]. The catalyst is CCOC(C)=O. The product is [ClH:19].[F:1][C:2]12[CH2:10][CH:6]3[CH2:7][CH:8]([CH2:9]1)[C:4]([NH2:11])([CH2:5]3)[CH2:3]2. The yield is 0.990. (2) The reactants are [C:1]1([C:23]2[CH:28]=[CH:27][CH:26]=[CH:25][CH:24]=2)[CH:6]=[CH:5][C:4]([NH:7][C:8](=[O:22])[C:9]2[CH:14]=[CH:13][C:12]([O:15][CH:16]3[CH2:18][CH2:17]3)=[C:11]([N+:19]([O-])=O)[CH:10]=2)=[CH:3][CH:2]=1. The catalyst is [Pd].CO.C1COCC1. The product is [NH2:19][C:11]1[CH:10]=[C:9]([CH:14]=[CH:13][C:12]=1[O:15][CH:16]1[CH2:17][CH2:18]1)[C:8]([NH:7][C:4]1[CH:3]=[CH:2][C:1]([C:23]2[CH:28]=[CH:27][CH:26]=[CH:25][CH:24]=2)=[CH:6][CH:5]=1)=[O:22]. The yield is 0.720. (3) The reactants are [C:1]([O:5][C:6]([N:8]1[CH2:13][CH2:12][C:11](=[CH:14][C:15](OCC)=[O:16])[CH2:10][CH2:9]1)=[O:7])([CH3:4])([CH3:3])[CH3:2].CC(C[AlH]CC(C)C)C.CO.O. The catalyst is C1(C)C=CC=CC=1. The product is [C:1]([O:5][C:6]([N:8]1[CH2:13][CH2:12][C:11](=[CH:14][CH2:15][OH:16])[CH2:10][CH2:9]1)=[O:7])([CH3:4])([CH3:3])[CH3:2]. The yield is 0.750. (4) The reactants are [NH:1]1[C:9]2[C:4](=[CH:5][CH:6]=[C:7]([C:10]([OH:12])=O)[CH:8]=2)[CH:3]=[CH:2]1.C1C=CC2N(O)N=NC=2C=1.CCN=C=NCCCN(C)C.C(N(C(C)C)CC)(C)C.[CH:43]1([NH:49][CH3:50])[CH2:48][CH2:47][CH2:46][CH2:45][CH2:44]1. The product is [CH:43]1([N:49]([CH3:50])[C:10]([C:7]2[CH:8]=[C:9]3[C:4]([CH:3]=[CH:2][NH:1]3)=[CH:5][CH:6]=2)=[O:12])[CH2:48][CH2:47][CH2:46][CH2:45][CH2:44]1. The catalyst is C1COCC1.O. The yield is 0.380. (5) The reactants are [Cl:1][C:2]1[C:7]([F:8])=[CH:6][C:5]([C:9]2([CH2:24][OH:25])[C:17]3[C:12](=[CH:13][CH:14]=[CH:15][CH:16]=3)[N:11]([CH2:18][CH2:19][CH2:20][CH2:21][CH3:22])[C:10]2=[O:23])=[C:4](O)[CH:3]=1.C1(CCN2C3C(=CC=CC=3)C(C3C(O)=CC4OCOC=4C=3)(CO)C2=O)CC1. No catalyst specified. The product is [Cl:1][C:2]1[C:7]([F:8])=[CH:6][C:5]2[C:9]3([CH2:24][O:25][C:4]=2[CH:3]=1)[C:17]1[C:12](=[CH:13][CH:14]=[CH:15][CH:16]=1)[N:11]([CH2:18][CH2:19][CH2:20][CH2:21][CH3:22])[C:10]3=[O:23]. The yield is 0.440. (6) The product is [CH3:1][N:2]1[CH:6]=[C:5]([C:7]2[N:12]=[C:11]3[N:13]([CH2:16][C@H:17]4[O:18][CH2:19][CH2:20][N:21]([C:23]5[N:24]=[CH:25][C:26]([O:29][CH2:32][CH2:33][N:34]6[CH2:39][CH2:38][O:37][CH2:36][CH2:35]6)=[CH:27][N:28]=5)[CH2:22]4)[N:14]=[N:15][C:10]3=[N:9][CH:8]=2)[CH:4]=[N:3]1. The catalyst is CN(C=O)C. The yield is 0.150. The reactants are [CH3:1][N:2]1[CH:6]=[C:5]([C:7]2[N:12]=[C:11]3[N:13]([CH2:16][C@@H:17]4[CH2:22][N:21]([C:23]5[N:28]=[CH:27][C:26]([OH:29])=[CH:25][N:24]=5)[CH2:20][CH2:19][O:18]4)[N:14]=[N:15][C:10]3=[N:9][CH:8]=2)[CH:4]=[N:3]1.Cl.Cl[CH2:32][CH2:33][N:34]1[CH2:39][CH2:38][O:37][CH2:36][CH2:35]1.C(=O)([O-])[O-].[K+].[K+]. (7) The reactants are [CH2:1]([N:8]1[CH:16]=[C:15]2[C:10]([CH:11]=[C:12]([C:17]3[CH:18]=[C:19]([CH:27]4[O:32][CH2:31][CH:30]5[CH2:33][NH:34][CH2:35][CH2:36][N:29]5[CH2:28]4)[N:20]4[C:25]=3[C:24]([NH2:26])=[N:23][CH:22]=[N:21]4)[CH:13]=[CH:14]2)=[N:9]1)[C:2]1[CH:7]=[CH:6][CH:5]=[CH:4][CH:3]=1.C([O-])([O-])=O.[K+].[K+].[I-].[K+].Cl[CH2:46][C:47]([N:49]([CH3:51])[CH3:50])=[O:48]. The catalyst is CN(C=O)C. The product is [NH2:26][C:24]1[C:25]2=[C:17]([C:12]3[CH:13]=[CH:14][C:15]4[C:10]([CH:11]=3)=[N:9][N:8]([CH2:1][C:2]3[CH:7]=[CH:6][CH:5]=[CH:4][CH:3]=3)[CH:16]=4)[CH:18]=[C:19]([CH:27]3[O:32][CH2:31][CH:30]4[CH2:33][N:34]([CH2:46][C:47]([N:49]([CH3:51])[CH3:50])=[O:48])[CH2:35][CH2:36][N:29]4[CH2:28]3)[N:20]2[N:21]=[CH:22][N:23]=1. The yield is 0.0900.